This data is from Full USPTO retrosynthesis dataset with 1.9M reactions from patents (1976-2016). The task is: Predict the reactants needed to synthesize the given product. (1) Given the product [F:20][C:16]([F:21])([CH:17]([F:18])[F:19])[CH2:15][O:14][C:11]1[CH:10]=[CH:9][C:8](/[CH:7]=[CH:6]/[CH:5]=[CH:4]/[CH:3]=[O:22])=[CH:13][CH:12]=1, predict the reactants needed to synthesize it. The reactants are: C([CH:3]([OH:22])/[CH:4]=[CH:5]/[CH:6]=[CH:7]/[C:8]1[CH:13]=[CH:12][C:11]([O:14][CH2:15][C:16]([F:21])([F:20])[CH:17]([F:19])[F:18])=[CH:10][CH:9]=1)C. (2) Given the product [F:8][C:6]1[CH:7]=[C:2]([NH:1][N:19]=[C:35]2[C:36](=[O:37])[N:32]([C:28]3[CH:27]=[C:26]4[C:31](=[CH:30][CH:29]=3)[CH2:23][CH2:24][CH2:25]4)[N:33]=[C:34]2[CH3:38])[C:3]([OH:18])=[C:4]([C:9]2[CH:14]=[CH:13][CH:12]=[C:11]([C:15]([OH:17])=[O:16])[CH:10]=2)[CH:5]=1, predict the reactants needed to synthesize it. The reactants are: [NH2:1][C:2]1[C:3]([OH:18])=[C:4]([C:9]2[CH:14]=[CH:13][CH:12]=[C:11]([C:15]([OH:17])=[O:16])[CH:10]=2)[CH:5]=[C:6]([F:8])[CH:7]=1.[N:19]([O-])=O.[Na+].[CH2:23]1[C:31]2[C:26](=[CH:27][C:28]([N:32]3[C:36](=[O:37])[CH2:35][C:34]([CH3:38])=[N:33]3)=[CH:29][CH:30]=2)[CH2:25][CH2:24]1.C(=O)(O)[O-].[Na+]. (3) Given the product [F:1][C@H:2]1[C@@H:7]([O:8][C:9]2[CH:16]=[CH:15][C:14]([C:17]3[N:22]=[C:21]([NH:23][C:24]4[CH:29]=[CH:28][C:27]([N:30]5[CH2:31][CH2:32][N:33]([CH:36]6[CH2:39][O:38][CH2:37]6)[CH2:34][CH2:35]5)=[CH:26][CH:25]=4)[N:20]=[CH:19][N:18]=3)=[CH:13][C:10]=2[C:11]#[N:12])[CH2:6][CH2:5][N:4]([C:49]([C@H:48]2[CH2:52][CH2:53][CH2:54][NH:47]2)=[O:50])[CH2:3]1, predict the reactants needed to synthesize it. The reactants are: [F:1][C@H:2]1[C@@H:7]([O:8][C:9]2[CH:16]=[CH:15][C:14]([C:17]3[N:22]=[C:21]([NH:23][C:24]4[CH:29]=[CH:28][C:27]([N:30]5[CH2:35][CH2:34][N:33]([CH:36]6[CH2:39][O:38][CH2:37]6)[CH2:32][CH2:31]5)=[CH:26][CH:25]=4)[N:20]=[CH:19][N:18]=3)=[CH:13][C:10]=2[C:11]#[N:12])[CH2:6][CH2:5][NH:4][CH2:3]1.C([N:47]1[CH2:54][CH2:53][CH2:52][C@@H:48]1[C:49](O)=[O:50])(OC(C)(C)C)=O.CN(C(ON1N=NC2C=CC=NC1=2)=[N+](C)C)C.F[P-](F)(F)(F)(F)F. (4) Given the product [Br:17][C:7]1[CH:8]=[C:2]([F:1])[C:3]([NH2:4])=[C:5]([F:9])[CH:6]=1, predict the reactants needed to synthesize it. The reactants are: [F:1][C:2]1[CH:8]=[CH:7][CH:6]=[C:5]([F:9])[C:3]=1[NH2:4].C1C(=O)N([Br:17])C(=O)C1. (5) Given the product [CH3:12][O:5][C:4](=[O:6])[C:3]1[C:7]([CH3:11])=[CH:8][CH:9]=[CH:10][C:2]=1[Cl:1], predict the reactants needed to synthesize it. The reactants are: [Cl:1][C:2]1[CH:10]=[CH:9][CH:8]=[C:7]([CH3:11])[C:3]=1[C:4]([OH:6])=[O:5].[C:12](Cl)(=O)C(Cl)=O.CO.C(N(CC)CC)C. (6) Given the product [O:13]1[C:17]2[CH:18]=[CH:19][CH:20]=[CH:21][C:16]=2[CH:15]([NH:22][C:6]2[CH:5]=[CH:4][C:3]3[C:2]([NH:23][CH2:24][C:25]4[CH:26]=[N:27][CH:28]=[CH:29][CH:30]=4)=[CH:11][CH:10]=[CH:9][C:8]=3[N:7]=2)[CH2:14]1, predict the reactants needed to synthesize it. The reactants are: I[C:2]1[CH:11]=[CH:10][CH:9]=[C:8]2[C:3]=1[CH:4]=[CH:5][C:6](Cl)=[N:7]2.[O:13]1[C:17]2[CH:18]=[CH:19][CH:20]=[CH:21][C:16]=2[CH:15]([NH2:22])[CH2:14]1.[NH2:23][CH2:24][C:25]1[CH:26]=[N:27][CH:28]=[CH:29][CH:30]=1. (7) Given the product [NH2:24][C:23]1[CH:25]=[CH:26][C:20]([C:2]2[CH:11]=[CH:10][CH:9]=[C:8]3[C:3]=2[CH:4]=[CH:5][N:6]=[CH:7]3)=[CH:21][CH:22]=1, predict the reactants needed to synthesize it. The reactants are: Br[C:2]1[CH:11]=[CH:10][CH:9]=[C:8]2[C:3]=1[CH:4]=[CH:5][N:6]=[CH:7]2.CC1(C)C(C)(C)OB([C:20]2[CH:26]=[CH:25][C:23]([NH2:24])=[CH:22][CH:21]=2)O1.